Dataset: Reaction yield outcomes from USPTO patents with 853,638 reactions. Task: Predict the reaction yield, written as a fraction of the theoretical maximum amount of product (1.0 means a 100% yield; for example, 0.34 means a 34% yield). The reactants are [Si]([O:8][CH2:9][C:10]1([NH:15][C:16](=[O:22])[O:17][C:18]([CH3:21])([CH3:20])[CH3:19])[CH2:13][CH:12]([OH:14])[CH2:11]1)(C(C)(C)C)(C)C.[CH3:23]N(C1C2C(N(C)C)=CC=CC=2C=CC=1)C.C[O+](C)C. The catalyst is C(Cl)Cl.[Cl-].[Na+].O. The product is [OH:8][CH2:9][C:10]1([NH:15][C:16](=[O:22])[O:17][C:18]([CH3:21])([CH3:20])[CH3:19])[CH2:13][CH:12]([O:14][CH3:23])[CH2:11]1. The yield is 0.720.